From a dataset of Merck oncology drug combination screen with 23,052 pairs across 39 cell lines. Regression. Given two drug SMILES strings and cell line genomic features, predict the synergy score measuring deviation from expected non-interaction effect. (1) Drug 1: CN1C(=O)C=CC2(C)C3CCC4(C)C(NC(=O)OCC(F)(F)F)CCC4C3CCC12. Drug 2: Cn1c(=O)n(-c2ccc(C(C)(C)C#N)cc2)c2c3cc(-c4cnc5ccccc5c4)ccc3ncc21. Cell line: HCT116. Synergy scores: synergy=16.1. (2) Drug 1: COc1cc(C2c3cc4c(cc3C(OC3OC5COC(C)OC5C(O)C3O)C3COC(=O)C23)OCO4)cc(OC)c1O. Cell line: A2780. Drug 2: CNC(=O)c1cc(Oc2ccc(NC(=O)Nc3ccc(Cl)c(C(F)(F)F)c3)cc2)ccn1. Synergy scores: synergy=3.82. (3) Drug 1: CN(C)C(=N)N=C(N)N. Drug 2: O=C(CCCCCCC(=O)Nc1ccccc1)NO. Cell line: OV90. Synergy scores: synergy=3.06. (4) Drug 1: COc1cc(C2c3cc4c(cc3C(OC3OC5COC(C)OC5C(O)C3O)C3COC(=O)C23)OCO4)cc(OC)c1O. Drug 2: O=C(NOCC(O)CO)c1ccc(F)c(F)c1Nc1ccc(I)cc1F. Cell line: HCT116. Synergy scores: synergy=10.1. (5) Drug 1: Cc1nc(Nc2ncc(C(=O)Nc3c(C)cccc3Cl)s2)cc(N2CCN(CCO)CC2)n1. Drug 2: Cn1cc(-c2cnn3c(N)c(Br)c(C4CCCNC4)nc23)cn1. Cell line: NCIH1650. Synergy scores: synergy=57.8. (6) Drug 1: CC(=O)OC1C(=O)C2(C)C(O)CC3OCC3(OC(C)=O)C2C(OC(=O)c2ccccc2)C2(O)CC(OC(=O)C(O)C(NC(=O)c3ccccc3)c3ccccc3)C(C)=C1C2(C)C. Drug 2: O=C(O)C1(Cc2cccc(Nc3nccs3)n2)CCC(Oc2cccc(Cl)c2F)CC1. Cell line: RPMI7951. Synergy scores: synergy=30.8. (7) Drug 1: CN1C(=O)C=CC2(C)C3CCC4(C)C(NC(=O)OCC(F)(F)F)CCC4C3CCC12. Drug 2: C=CCn1c(=O)c2cnc(Nc3ccc(N4CCN(C)CC4)cc3)nc2n1-c1cccc(C(C)(C)O)n1. Cell line: UWB1289. Synergy scores: synergy=93.8.